From a dataset of Reaction yield outcomes from USPTO patents with 853,638 reactions. Predict the reaction yield, written as a fraction of the theoretical maximum amount of product (1.0 means a 100% yield; for example, 0.34 means a 34% yield). (1) The reactants are Br[C:2]1[CH:3]=[C:4]2[C:9](=[CH:10][CH:11]=1)[N:8]=[C:7]([CH:12]([O:15][CH3:16])[O:13][CH3:14])[CH:6]=[CH:5]2.C([Li])CCC.CN(C)[CH:24]=[O:25].O. The catalyst is O1CCCC1. The product is [CH3:14][O:13][CH:12]([O:15][CH3:16])[C:7]1[CH:6]=[CH:5][C:4]2[C:9](=[CH:10][CH:11]=[C:2]([CH:24]=[O:25])[CH:3]=2)[N:8]=1. The yield is 0.380. (2) The reactants are [CH3:1][O:2][C:3]([C:5]1([C:8]2[CH:13]=[CH:12][C:11](B3OC(C)(C)C(C)(C)O3)=[CH:10][CH:9]=2)[CH2:7][CH2:6]1)=[O:4].[C:23]1([C@H:29]([O:31][C:32](=[O:47])[NH:33][C:34]2[N:35]([C:40]3[CH:45]=[CH:44][CH:43]=[C:42](Br)[CH:41]=3)[N:36]=[N:37][C:38]=2[CH3:39])[CH3:30])[CH:28]=[CH:27][CH:26]=[CH:25][CH:24]=1.COC1C=CC=C(OC)C=1C1C=CC=CC=1P(C1CCCCC1)C1CCCCC1.P([O-])([O-])([O-])=O.[K+].[K+].[K+]. The catalyst is O.CC([O-])=O.CC([O-])=O.[Pd+2].C1(C)C=CC=CC=1. The product is [CH3:1][O:2][C:3]([C:5]1([C:8]2[CH:9]=[CH:10][C:11]([C:44]3[CH:43]=[CH:42][CH:41]=[C:40]([N:35]4[C:34]([NH:33][C:32]([O:31][C@@H:29]([C:23]5[CH:28]=[CH:27][CH:26]=[CH:25][CH:24]=5)[CH3:30])=[O:47])=[C:38]([CH3:39])[N:37]=[N:36]4)[CH:45]=3)=[CH:12][CH:13]=2)[CH2:6][CH2:7]1)=[O:4]. The yield is 0.267. (3) The reactants are [CH3:1][C:2]([CH3:7])([CH3:6])[C:3](O)=O.[Cl:8][C:9]1[C:14]([C:15]#[N:16])=[CH:13][CH:12]=C[N:10]=1.S(OOS([O-])(=O)=O)([O-])(=O)=O.[NH4+].[NH4+].[NH4+].[OH-]. The catalyst is OS(O)(=O)=O.[N+]([O-])([O-])=O.[Ag+].O. The product is [C:2]([C:3]1[N:10]=[C:9]([Cl:8])[C:14]([C:15]#[N:16])=[CH:13][CH:12]=1)([CH3:7])([CH3:6])[CH3:1]. The yield is 0.830. (4) The reactants are [CH:1]([N:4]1[C:8]([C:9]2[CH:14]=[C:13]([N+:15]([O-:17])=[O:16])[CH:12]=[CH:11][C:10]=2[O:18][CH3:19])=[CH:7][CH:6]=[N:5]1)([CH3:3])[CH3:2].C1C(=O)N([Cl:27])C(=O)C1. The product is [Cl:27][C:7]1[CH:6]=[N:5][N:4]([CH:1]([CH3:3])[CH3:2])[C:8]=1[C:9]1[CH:14]=[C:13]([N+:15]([O-:17])=[O:16])[CH:12]=[CH:11][C:10]=1[O:18][CH3:19]. The yield is 0.970. The catalyst is CN(C=O)C. (5) The reactants are [OH-].[K+].C(O)(C)C.Cl[CH2:8][C:9]([N:11]([CH2:15][CH:16]([OH:25])[C:17]1[CH:22]=[CH:21][CH:20]=[C:19]([O:23][CH3:24])[CH:18]=1)[CH2:12][CH2:13][CH3:14])=[O:10]. The catalyst is O. The product is [CH3:24][O:23][C:19]1[CH:18]=[C:17]([CH:16]2[CH2:15][N:11]([CH2:12][CH2:13][CH3:14])[C:9](=[O:10])[CH2:8][O:25]2)[CH:22]=[CH:21][CH:20]=1. The yield is 1.00. (6) The reactants are [N:1]1[C:10]2[C:5](=[CH:6][CH:7]=[CH:8][CH:9]=2)[CH:4]=[C:3]([C:11]2[CH2:16][CH2:15][N:14](C(OC(C)(C)C)=O)[CH2:13][CH:12]=2)[CH:2]=1.[H][H]. The catalyst is [Pd].CO. The product is [NH:14]1[CH2:15][CH2:16][CH:11]([C:3]2[CH:2]=[N:1][C:10]3[C:5]([CH:4]=2)=[CH:6][CH:7]=[CH:8][CH:9]=3)[CH2:12][CH2:13]1. The yield is 0.450. (7) The reactants are [CH3:1][O:2][C:3]1[CH:4]=[C:5]([CH:34]=[CH:35][C:36]=1[O:37][CH2:38][C:39]1[CH:40]=[N:41][C:42]([O:45][CH3:46])=[CH:43][CH:44]=1)[CH2:6][N:7]1[C:11]2[CH:12]=[CH:13][C:14]([C:16]3[O:20][C:19]([CH:21]4[CH2:26][CH2:25][N:24](C(OC(C)(C)C)=O)[CH2:23][CH2:22]4)=[N:18][N:17]=3)=[CH:15][C:10]=2[N:9]=[CH:8]1.FC(F)(F)C(O)=O. The catalyst is ClCCl. The product is [CH3:1][O:2][C:3]1[CH:4]=[C:5]([CH:34]=[CH:35][C:36]=1[O:37][CH2:38][C:39]1[CH:40]=[N:41][C:42]([O:45][CH3:46])=[CH:43][CH:44]=1)[CH2:6][N:7]1[C:11]2[CH:12]=[CH:13][C:14]([C:16]3[O:20][C:19]([CH:21]4[CH2:26][CH2:25][NH:24][CH2:23][CH2:22]4)=[N:18][N:17]=3)=[CH:15][C:10]=2[N:9]=[CH:8]1. The yield is 0.140.